From a dataset of Peptide-MHC class II binding affinity with 134,281 pairs from IEDB. Regression. Given a peptide amino acid sequence and an MHC pseudo amino acid sequence, predict their binding affinity value. This is MHC class II binding data. (1) The peptide sequence is FVVTGRVYCDPCRAG. The MHC is HLA-DQA10102-DQB10502 with pseudo-sequence HLA-DQA10102-DQB10502. The binding affinity (normalized) is 0.200. (2) The peptide sequence is APTGATTAAAGGYKV. The binding affinity (normalized) is 0.414. The MHC is DRB5_0101 with pseudo-sequence DRB5_0101. (3) The peptide sequence is EKKYFAYTQFEPLAA. The MHC is HLA-DQA10401-DQB10402 with pseudo-sequence HLA-DQA10401-DQB10402. The binding affinity (normalized) is 0.492. (4) The peptide sequence is AAATAGTTVYGAFAD. The MHC is HLA-DQA10102-DQB10602 with pseudo-sequence HLA-DQA10102-DQB10602. The binding affinity (normalized) is 0.794. (5) The peptide sequence is ASGGRLNPTEPLPIF. The MHC is DRB1_0802 with pseudo-sequence DRB1_0802. The binding affinity (normalized) is 0.137. (6) The peptide sequence is IFRHWYWQQPYYIVA. The MHC is HLA-DQA10201-DQB10202 with pseudo-sequence HLA-DQA10201-DQB10202. The binding affinity (normalized) is 0.380. (7) The peptide sequence is GATVAVDCRPFNGGE. The MHC is DRB5_0101 with pseudo-sequence DRB5_0101. The binding affinity (normalized) is 0.187.